Predict the product of the given reaction. From a dataset of Forward reaction prediction with 1.9M reactions from USPTO patents (1976-2016). (1) Given the reactants [CH2:1]([O:8][C:9]([N:11]([CH2:20][C:21]([O:23]CC)=O)[CH2:12][CH2:13][C:14]([NH:16][CH:17]1[CH2:19][CH2:18]1)=[O:15])=[O:10])[C:2]1[CH:7]=[CH:6][CH:5]=[CH:4][CH:3]=1.CC(C)([O-])C.[K+], predict the reaction product. The product is: [CH:17]1([NH:16][C:14]([CH:13]2[C:21](=[O:23])[CH2:20][N:11]([C:9]([O:8][CH2:1][C:2]3[CH:7]=[CH:6][CH:5]=[CH:4][CH:3]=3)=[O:10])[CH2:12]2)=[O:15])[CH2:19][CH2:18]1. (2) Given the reactants Br[C:2]1[C:11]2[C:6](=[CH:7][CH:8]=[CH:9][CH:10]=2)[C:5]([NH:12][C:13](=[O:19])[O:14][C:15]([CH3:18])([CH3:17])[CH3:16])=[CH:4][CH:3]=1.C([Li])CCC.[CH:25]([C:27]1[CH:32]=[CH:31][N:30]=[C:29]([NH:33][C:34](=[O:40])[O:35][C:36]([CH3:39])([CH3:38])[CH3:37])[CH:28]=1)=[O:26], predict the reaction product. The product is: [C:15]([O:14][C:13]([NH:12][C:5]1[C:6]2[C:11](=[CH:10][CH:9]=[CH:8][CH:7]=2)[C:2]([CH:25]([C:27]2[CH:32]=[CH:31][N:30]=[C:29]([NH:33][C:34]([O:35][C:36]([CH3:39])([CH3:38])[CH3:37])=[O:40])[CH:28]=2)[OH:26])=[CH:3][CH:4]=1)=[O:19])([CH3:18])([CH3:17])[CH3:16]. (3) Given the reactants [N:1]1[CH:6]=[CH:5][CH:4]=[CH:3][C:2]=1[C:7]1[C:8]([C:15]2[C:24]3[C:19](=[CH:20][C:21]([C:25]4[CH:30]=[CH:29][C:28]([OH:31])=[CH:27][CH:26]=4)=[CH:22][CH:23]=3)[N:18]=[CH:17][CH:16]=2)=[C:9]2[CH2:14][CH2:13][CH2:12][N:10]2[N:11]=1.[F:32][C:33]([F:44])([F:43])[CH2:34][O:35]S(C(F)(F)F)(=O)=O.[H-].[Na+], predict the reaction product. The product is: [F:32][C:33]([F:44])([F:43])[C:34]([OH:31])=[O:35].[N:1]1[CH:6]=[CH:5][CH:4]=[CH:3][C:2]=1[C:7]1[C:8]([C:15]2[C:24]3[C:19](=[CH:20][C:21]([C:25]4[CH:26]=[CH:27][C:28]([O:31][CH2:34][C:33]([F:44])([F:43])[F:32])=[CH:29][CH:30]=4)=[CH:22][CH:23]=3)[N:18]=[CH:17][CH:16]=2)=[C:9]2[CH2:14][CH2:13][CH2:12][N:10]2[N:11]=1. (4) Given the reactants [NH2:1][C:2]1[C:7]([C:8]#[N:9])=[C:6](SC)[C:5]([C:12]#[N:13])=[C:4]([S:14][CH2:15][C:16]2[N:17]=[C:18]([C:21]3[CH:26]=[CH:25][C:24]([Cl:27])=[CH:23][CH:22]=3)[S:19][CH:20]=2)[N:3]=1.[NH:28]1[CH2:33][CH2:32][CH2:31][CH2:30][CH2:29]1.[Cl-].[NH4+].C(OCC)(=O)C, predict the reaction product. The product is: [NH2:1][C:2]1[C:7]([C:8]#[N:9])=[C:6]([N:28]2[CH2:33][CH2:32][CH2:31][CH2:30][CH2:29]2)[C:5]([C:12]#[N:13])=[C:4]([S:14][CH2:15][C:16]2[N:17]=[C:18]([C:21]3[CH:22]=[CH:23][C:24]([Cl:27])=[CH:25][CH:26]=3)[S:19][CH:20]=2)[N:3]=1. (5) Given the reactants [CH2:1]([N:8]1[CH:13]([CH2:14][OH:15])[CH2:12][O:11][C:10]([CH3:17])([CH3:16])[C:9]1=O)[C:2]1[CH:7]=[CH:6][CH:5]=[CH:4][CH:3]=1.CO, predict the reaction product. The product is: [CH2:1]([N:8]1[CH2:9][C:10]([CH3:16])([CH3:17])[O:11][CH2:12][CH:13]1[CH2:14][OH:15])[C:2]1[CH:3]=[CH:4][CH:5]=[CH:6][CH:7]=1. (6) Given the reactants [Br:1][C:2]1[CH:7]=[C:6]([NH:8][C:9]([NH:11][CH2:12][CH3:13])=[O:10])[N:5]=[CH:4][C:3]=1[C:14]1[CH:15]=[N:16][CH:17]=[C:18]([C:20]([O:22]CC)=O)[CH:19]=1.O.[NH2:26][NH2:27], predict the reaction product. The product is: [Br:1][C:2]1[CH:7]=[C:6]([NH:8][C:9]([NH:11][CH2:12][CH3:13])=[O:10])[N:5]=[CH:4][C:3]=1[C:14]1[CH:15]=[N:16][CH:17]=[C:18]([C:20]([NH:26][NH2:27])=[O:22])[CH:19]=1. (7) The product is: [C:1]([O:5][C:6]([NH:7][CH:8]([C:17](=[O:24])[NH:18][CH2:19][CH2:20][CH2:21][CH2:22][CH3:23])[CH2:9][C:10]1[CH:11]=[CH:12][C:13]([NH:16][C:37]2[CH:36]=[CH:35][CH:34]=[CH:33][C:38]=2[C:39]([OH:41])=[O:40])=[CH:14][CH:15]=1)=[O:25])([CH3:2])([CH3:3])[CH3:4]. Given the reactants [C:1]([O:5][C:6](=[O:25])[NH:7][CH:8]([C:17](=[O:24])[NH:18][CH2:19][CH2:20][CH2:21][CH2:22][CH3:23])[CH2:9][C:10]1[CH:15]=[CH:14][C:13]([NH2:16])=[CH:12][CH:11]=1)([CH3:4])([CH3:3])[CH3:2].C1C=CC([I+][C:33]2[C:38]([C:39]([O-:41])=[O:40])=[CH:37][CH:36]=[CH:35][CH:34]=2)=CC=1.O, predict the reaction product. (8) Given the reactants Cl[C:2]1[C:7]([N+:8]([O-:10])=[O:9])=[CH:6][CH:5]=[C:4]([O:11][CH3:12])[N:3]=1.O1CCOCC1.[CH3:19][NH:20][CH2:21][CH2:22][OH:23], predict the reaction product. The product is: [CH3:12][O:11][C:4]1[N:3]=[C:2]([CH2:19][NH:20][CH2:21][CH2:22][OH:23])[C:7]([N+:8]([O-:10])=[O:9])=[CH:6][CH:5]=1.